From a dataset of Forward reaction prediction with 1.9M reactions from USPTO patents (1976-2016). Predict the product of the given reaction. (1) Given the reactants [C:1]([O:5][C:6]([NH:8][CH2:9][C:10]([O:12][CH:13]([CH:15]=[CH2:16])[CH3:14])=[O:11])=[O:7])([CH3:4])([CH3:3])[CH3:2].[F:17][C:18]([F:31])([F:30])[C:19]1[CH:24]=[CH:23][C:22](/C=C/[C@@H](O)C)=[CH:21][CH:20]=1.C(NCC(O)=O)(OC(C)(C)C)=O.Cl.C(N=C=NCCCN(C)C)C.N1(O)C2C=CC=CC=2N=N1.CCN(C(C)C)C(C)C, predict the reaction product. The product is: [C:1]([O:5][C:6]([NH:8][CH2:9][C:10]([O:12][C@H:13](/[CH:15]=[CH:16]/[C:22]1[CH:23]=[CH:24][C:19]([C:18]([F:31])([F:30])[F:17])=[CH:20][CH:21]=1)[CH3:14])=[O:11])=[O:7])([CH3:4])([CH3:3])[CH3:2]. (2) Given the reactants [Cl:1][C:2]1[CH:7]=[CH:6][C:5]([C:8]2[C:9]([C:13]3[CH:18]=[CH:17][C:16]([OH:19])=[CH:15][CH:14]=3)=[CH:10][S:11][CH:12]=2)=[C:4]([O:20][CH3:21])[CH:3]=1.[H-].[Na+].Cl[CH2:25][O:26][CH3:27], predict the reaction product. The product is: [Cl:1][C:2]1[CH:7]=[CH:6][C:5]([C:8]2[C:9]([C:13]3[CH:18]=[CH:17][C:16]([O:19][CH2:25][O:26][CH3:27])=[CH:15][CH:14]=3)=[CH:10][S:11][CH:12]=2)=[C:4]([O:20][CH3:21])[CH:3]=1. (3) The product is: [Cl:21][C:22]1[CH:37]=[CH:36][C:25]([C:26]([NH:28][CH2:29][CH:30]2[CH2:31][CH2:32][N:33]([CH2:12][C:9]3[S:10][CH:11]=[C:7]([C:1]4[CH:2]=[CH:3][CH:4]=[CH:5][CH:6]=4)[CH:8]=3)[CH2:34][CH2:35]2)=[O:27])=[CH:24][C:23]=1[O:38][CH3:39]. Given the reactants [C:1]1([C:7]2[CH:8]=[C:9]([CH:12]=O)[S:10][CH:11]=2)[CH:6]=[CH:5][CH:4]=[CH:3][CH:2]=1.FC(F)(F)C(O)=O.[Cl:21][C:22]1[CH:37]=[CH:36][C:25]([C:26]([NH:28][CH2:29][CH:30]2[CH2:35][CH2:34][NH:33][CH2:32][CH2:31]2)=[O:27])=[CH:24][C:23]=1[O:38][CH3:39].C(O)(=O)C.C(O[BH-](OC(=O)C)OC(=O)C)(=O)C.C[N+](C)(C)C, predict the reaction product.